From a dataset of Full USPTO retrosynthesis dataset with 1.9M reactions from patents (1976-2016). Predict the reactants needed to synthesize the given product. (1) Given the product [CH2:31]([C:35]1([C:45]2[CH:50]=[CH:49][CH:48]=[CH:47][CH:46]=2)[C:39]2[CH2:40][N:41]([C:28]([C@@H:27]3[CH2:26][C:25]4[C:20](=[CH:21][CH:22]=[CH:23][CH:24]=4)[CH2:19][NH:18]3)=[O:29])[CH2:42][CH2:43][C:38]=2[C:37](=[O:44])[O:36]1)[CH:32]([CH3:34])[CH3:33], predict the reactants needed to synthesize it. The reactants are: C1C2C(COC([N:18]3[C@H:27]([C:28](O)=[O:29])[CH2:26][C:25]4[C:20](=[CH:21][CH:22]=[CH:23][CH:24]=4)[CH2:19]3)=O)C3C(=CC=CC=3)C=2C=CC=1.[CH2:31]([C:35]1([C:45]2[CH:50]=[CH:49][CH:48]=[CH:47][CH:46]=2)[C:39]2[CH2:40][NH:41][CH2:42][CH2:43][C:38]=2[C:37](=[O:44])[O:36]1)[CH:32]([CH3:34])[CH3:33].CCN(C(C)C)C(C)C.CN([P+](ON1N=NC2C=CC=CC1=2)(N(C)C)N(C)C)C.F[P-](F)(F)(F)(F)F. (2) Given the product [F:1][C:2]1[CH:7]=[CH:6][C:5]([C:8]2[O:9][C:10]3[CH:20]=[C:19]([N:21]([CH3:26])[S:22]([CH3:25])(=[O:23])=[O:24])[C:18]([CH:27]4[CH2:32][N:31]([CH3:37])[CH2:30][CH:29]([C:33]([O:35][CH3:36])=[O:34])[CH2:28]4)=[CH:17][C:11]=3[C:12]=2[C:13](=[O:16])[NH:14][CH3:15])=[CH:4][CH:3]=1, predict the reactants needed to synthesize it. The reactants are: [F:1][C:2]1[CH:7]=[CH:6][C:5]([C:8]2[O:9][C:10]3[CH:20]=[C:19]([N:21]([CH3:26])[S:22]([CH3:25])(=[O:24])=[O:23])[C:18]([CH:27]4[CH2:32][NH:31][CH2:30][CH:29]([C:33]([O:35][CH3:36])=[O:34])[CH2:28]4)=[CH:17][C:11]=3[C:12]=2[C:13](=[O:16])[NH:14][CH3:15])=[CH:4][CH:3]=1.[CH2:37]=O. (3) Given the product [C:25]([C:24]1[C:18]2[O:17][C:16]([CH:12]3[CH2:13][CH2:14][CH2:15][N:11]3[C:9]([O:8][CH2:1][C:2]3[CH:7]=[CH:6][CH:5]=[CH:4][CH:3]=3)=[O:10])=[N:20][C:19]=2[CH:21]=[CH:22][CH:23]=1)(=[O:29])[NH2:30], predict the reactants needed to synthesize it. The reactants are: [CH2:1]([O:8][C:9]([N:11]1[CH2:15][CH2:14][CH2:13][CH:12]1[C:16]1[O:17][C:18]2[C:24]([C:25](OC)=O)=[CH:23][CH:22]=[CH:21][C:19]=2[N:20]=1)=[O:10])[C:2]1[CH:7]=[CH:6][CH:5]=[CH:4][CH:3]=1.[OH2:29].[NH3:30]. (4) The reactants are: [CH:1]1([C:4]2[CH:8]=[C:7]([CH:9]3[CH2:11][CH2:10]3)[O:6][N:5]=2)[CH2:3][CH2:2]1.C1C(=O)N([Br:19])C(=O)C1. Given the product [Br:19][C:8]1[C:4]([CH:1]2[CH2:3][CH2:2]2)=[N:5][O:6][C:7]=1[CH:9]1[CH2:11][CH2:10]1, predict the reactants needed to synthesize it. (5) Given the product [Cl:35][C:36]1[CH:41]=[CH:40][CH:39]=[CH:38][C:37]=1[NH:42][C:43](=[O:73])[NH:44][C:45]1[CH:50]=[CH:49][C:48]([C:51]2[CH:59]=[C:58]3[C:54]([CH2:55][N:56]([C@@H:61]([CH:66]([CH3:68])[CH3:67])[C:62]([OH:64])=[O:63])[C:57]3=[O:60])=[CH:53][CH:52]=2)=[C:47]([C:69]([F:71])([F:72])[F:70])[CH:46]=1, predict the reactants needed to synthesize it. The reactants are: ClC1C=CC=CC=1NC(=O)NC1C=CC(C2C=C3C(CN([C@@H](C(C)C)C(O)=O)C3=O)=CC=2)=NC=1.[Cl:35][C:36]1[CH:41]=[CH:40][CH:39]=[CH:38][C:37]=1[NH:42][C:43](=[O:73])[NH:44][C:45]1[CH:50]=[CH:49][C:48]([C:51]2[CH:59]=[C:58]3[C:54]([CH2:55][N:56]([C@@H:61]([CH:66]([CH3:68])[CH3:67])[C:62]([O:64]C)=[O:63])[C:57]3=[O:60])=[CH:53][CH:52]=2)=[C:47]([C:69]([F:72])([F:71])[F:70])[CH:46]=1. (6) Given the product [C:12]([C@@H:10]1[O:9][CH2:8][C@:6]2([C:15]3[CH:20]=[CH:19][C:18]([F:21])=[CH:17][C:16]=3[F:22])[N:7]=[C:2]([NH:1][C:23](=[O:24])[O:25][C:26]([CH3:29])([CH3:28])[CH3:27])[S:3][CH2:4][C@@H:5]2[CH2:11]1)(=[O:13])[NH2:14], predict the reactants needed to synthesize it. The reactants are: [NH2:1][C:2]1[S:3][CH2:4][C@@H:5]2[CH2:11][C@H:10]([C:12]([NH2:14])=[O:13])[O:9][CH2:8][C@:6]2([C:15]2[CH:20]=[CH:19][C:18]([F:21])=[CH:17][C:16]=2[F:22])[N:7]=1.[C:23](O[C:23]([O:25][C:26]([CH3:29])([CH3:28])[CH3:27])=[O:24])([O:25][C:26]([CH3:29])([CH3:28])[CH3:27])=[O:24].